This data is from Peptide-MHC class I binding affinity with 185,985 pairs from IEDB/IMGT. The task is: Regression. Given a peptide amino acid sequence and an MHC pseudo amino acid sequence, predict their binding affinity value. This is MHC class I binding data. (1) The peptide sequence is DTLKVCIGY. The MHC is HLA-B15:17 with pseudo-sequence HLA-B15:17. The binding affinity (normalized) is 0.259. (2) The peptide sequence is LAMLVLHQV. The MHC is HLA-B15:01 with pseudo-sequence HLA-B15:01. The binding affinity (normalized) is 0.0847. (3) The peptide sequence is IQAKTKNFT. The MHC is HLA-A02:01 with pseudo-sequence HLA-A02:01. The binding affinity (normalized) is 0. (4) The peptide sequence is GEYAPFARL. The MHC is HLA-A24:03 with pseudo-sequence HLA-A24:03. The binding affinity (normalized) is 0.0847. (5) The peptide sequence is SLVWAPLILAYF. The MHC is HLA-A02:02 with pseudo-sequence HLA-A02:02. The binding affinity (normalized) is 0.293. (6) The peptide sequence is IARLVYKAR. The MHC is HLA-B58:01 with pseudo-sequence HLA-B58:01. The binding affinity (normalized) is 0.0847. (7) The peptide sequence is AVTAALHRK. The MHC is HLA-B15:01 with pseudo-sequence HLA-B15:01. The binding affinity (normalized) is 0.0847. (8) The peptide sequence is LLILNCSWI. The MHC is H-2-Db with pseudo-sequence H-2-Db. The binding affinity (normalized) is 0.107.